Dataset: Reaction yield outcomes from USPTO patents with 853,638 reactions. Task: Predict the reaction yield, written as a fraction of the theoretical maximum amount of product (1.0 means a 100% yield; for example, 0.34 means a 34% yield). (1) The reactants are [OH:1][CH2:2][C@H:3]([CH2:9][C:10]1[CH:15]=[CH:14][C:13]2[O:16][CH2:17][O:18][C:12]=2[CH:11]=1)[C:4]([O:6]CC)=[O:5].[OH-].[Na+].O. The catalyst is C(O)(C)C. The product is [OH:1][CH2:2][C@H:3]([CH2:9][C:10]1[CH:15]=[CH:14][C:13]2[O:16][CH2:17][O:18][C:12]=2[CH:11]=1)[C:4]([OH:6])=[O:5]. The yield is 0.988. (2) The reactants are [F:1][C:2]([F:14])([F:13])[C:3]([C:5]1[CH:10]=[CH:9][C:8]([F:11])=[CH:7][C:6]=1F)=[O:4].[Cl:15][C:16]1[CH:17]=[C:18]([CH:23]([NH2:25])[CH3:24])[CH:19]=[C:20]([Cl:22])[CH:21]=1.C(N(CC)C(C)C)(C)C. The catalyst is C(#N)C. The product is [Cl:15][C:16]1[CH:17]=[C:18]([CH:23]([NH:25][C:6]2[CH:7]=[C:8]([F:11])[CH:9]=[CH:10][C:5]=2[C:3](=[O:4])[C:2]([F:14])([F:13])[F:1])[CH3:24])[CH:19]=[C:20]([Cl:22])[CH:21]=1. The yield is 0.0900. (3) The reactants are C([N:4]1[C:12]2[C:7](=[CH:8][C:9]([O:21][CH3:22])=[C:10]([N:13]3[CH2:18][C@H:17]([CH3:19])[NH:16][C@H:15]([CH3:20])[CH2:14]3)[CH:11]=2)[CH2:6][CH2:5]1)(=O)C.C([O-])([O-])=O.[K+].[K+]. The catalyst is Cl. The product is [CH3:20][C@H:15]1[NH:16][C@@H:17]([CH3:19])[CH2:18][N:13]([C:10]2[CH:11]=[C:12]3[C:7]([CH2:6][CH2:5][NH:4]3)=[CH:8][C:9]=2[O:21][CH3:22])[CH2:14]1. The yield is 1.00. (4) The catalyst is N1C=CC=CC=1.C1(C)C=CC=CC=1. The product is [CH2:1]([N:8]1[CH2:15][CH2:14][C:13]2([C:17]3[CH:18]=[C:19]([NH:23][S:25]([CH3:24])(=[O:27])=[O:26])[CH:20]=[CH:21][CH:22]=3)[CH2:16][CH:9]1[CH2:10][CH2:11][CH2:12]2)[C:2]1[CH:3]=[CH:4][CH:5]=[CH:6][CH:7]=1. The reactants are [CH2:1]([N:8]1[CH2:15][CH2:14][C:13]2([C:17]3[CH:18]=[C:19]([NH2:23])[CH:20]=[CH:21][CH:22]=3)[CH2:16][CH:9]1[CH2:10][CH2:11][CH2:12]2)[C:2]1[CH:7]=[CH:6][CH:5]=[CH:4][CH:3]=1.[CH3:24][S:25](Cl)(=[O:27])=[O:26].O. The yield is 0.850.